Dataset: Full USPTO retrosynthesis dataset with 1.9M reactions from patents (1976-2016). Task: Predict the reactants needed to synthesize the given product. (1) Given the product [CH2:3]([C@@H:4]([CH2:9][CH2:10][CH2:11][CH3:14])[CH2:5][OH:7])[CH3:2], predict the reactants needed to synthesize it. The reactants are: Cl[C:2]1[CH:3]=[C:4]([CH:9]=[CH:10][CH:11]=1)[C:5]([O:7]O)=O.O.Cl[CH2:14]Cl. (2) Given the product [CH2:19]([C:18]([C:15]1[CH:16]=[CH:17][C:12]([O:11][CH2:10][C:7]2[CH:8]=[CH:9][C:4]([C:3]([OH:46])=[O:2])=[CH:5][CH:6]=2)=[C:13]([CH3:45])[CH:14]=1)([C:23]1[CH:28]=[CH:27][C:26]([CH2:29][CH2:30][C@H:31]([OH:36])[C:32]([CH3:34])([CH3:35])[CH3:33])=[C:25]([CH3:44])[CH:24]=1)[CH2:21][CH3:22])[CH3:20], predict the reactants needed to synthesize it. The reactants are: C[O:2][C:3](=[O:46])[C:4]1[CH:9]=[CH:8][C:7]([CH2:10][O:11][C:12]2[CH:17]=[CH:16][C:15]([C:18]([C:23]3[CH:28]=[CH:27][C:26]([CH2:29][CH2:30][C@H:31]([O:36][Si](C(C)(C)C)(C)C)[C:32]([CH3:35])([CH3:34])[CH3:33])=[C:25]([CH3:44])[CH:24]=3)([CH2:21][CH3:22])[CH2:19][CH3:20])=[CH:14][C:13]=2[CH3:45])=[CH:6][CH:5]=1.C(OCC)(=O)C. (3) Given the product [CH3:23][O:22][C:20]([C@@H:12]1[C@H:13]([C:14]2[CH:19]=[CH:18][CH:17]=[CH:16][CH:15]=2)[C@H:11]1[C:8]1[CH:9]=[CH:10][C:5]([C:25]2[NH:29][C:28]([CH3:30])=[CH:27][N:26]=2)=[CH:6][CH:7]=1)=[O:21], predict the reactants needed to synthesize it. The reactants are: B([O-])[O-].Br[C:5]1[CH:10]=[CH:9][C:8]([C@@H:11]2[C@@H:13]([C:14]3[CH:19]=[CH:18][CH:17]=[CH:16][CH:15]=3)[C@H:12]2[C:20]([O:22][CH3:23])=[O:21])=[CH:7][CH:6]=1.Br[C:25]1[NH:26][CH:27]=[C:28]([CH3:30])[N:29]=1.